Task: Regression. Given two drug SMILES strings and cell line genomic features, predict the synergy score measuring deviation from expected non-interaction effect.. Dataset: NCI-60 drug combinations with 297,098 pairs across 59 cell lines (1) Drug 2: C1=CC=C(C=C1)NC(=O)CCCCCCC(=O)NO. Cell line: SF-268. Synergy scores: CSS=20.0, Synergy_ZIP=-5.29, Synergy_Bliss=3.45, Synergy_Loewe=0.492, Synergy_HSA=3.28. Drug 1: CC(CN1CC(=O)NC(=O)C1)N2CC(=O)NC(=O)C2. (2) Drug 1: CCC1(CC2CC(C3=C(CCN(C2)C1)C4=CC=CC=C4N3)(C5=C(C=C6C(=C5)C78CCN9C7C(C=CC9)(C(C(C8N6C)(C(=O)OC)O)OC(=O)C)CC)OC)C(=O)OC)O.OS(=O)(=O)O. Drug 2: COC1=NC(=NC2=C1N=CN2C3C(C(C(O3)CO)O)O)N. Cell line: NCI-H226. Synergy scores: CSS=2.29, Synergy_ZIP=-2.19, Synergy_Bliss=-1.12, Synergy_Loewe=0.457, Synergy_HSA=0.433. (3) Drug 1: C1CCC(C1)C(CC#N)N2C=C(C=N2)C3=C4C=CNC4=NC=N3. Drug 2: COC1=CC(=CC(=C1O)OC)C2C3C(COC3=O)C(C4=CC5=C(C=C24)OCO5)OC6C(C(C7C(O6)COC(O7)C8=CC=CS8)O)O. Cell line: SN12C. Synergy scores: CSS=43.5, Synergy_ZIP=-5.22, Synergy_Bliss=0.326, Synergy_Loewe=-6.02, Synergy_HSA=3.52. (4) Drug 1: CC1=C(C=C(C=C1)NC(=O)C2=CC=C(C=C2)CN3CCN(CC3)C)NC4=NC=CC(=N4)C5=CN=CC=C5. Drug 2: CC=C1C(=O)NC(C(=O)OC2CC(=O)NC(C(=O)NC(CSSCCC=C2)C(=O)N1)C(C)C)C(C)C. Cell line: NCIH23. Synergy scores: CSS=49.0, Synergy_ZIP=1.93, Synergy_Bliss=1.10, Synergy_Loewe=-75.4, Synergy_HSA=-1.17.